This data is from Reaction yield outcomes from USPTO patents with 853,638 reactions. The task is: Predict the reaction yield, written as a fraction of the theoretical maximum amount of product (1.0 means a 100% yield; for example, 0.34 means a 34% yield). (1) The reactants are Br[CH2:2][CH2:3][CH2:4][CH2:5][CH2:6][N:7]1[CH:11]([C:12]2[CH:17]=[CH:16][C:15]([F:18])=[C:14]([F:19])[CH:13]=2)[CH2:10][O:9][C:8]1=[O:20].[CH3:21][CH:22]([CH3:38])[C:23]([NH:25][C:26]1[CH:31]=[CH:30][CH:29]=[C:28]([CH:32]2[CH2:37][CH2:36][NH:35][CH2:34][CH2:33]2)[CH:27]=1)=[O:24].[Na+].[I-].C([O-])([O-])=O.[K+].[K+]. The catalyst is CN(C=O)C. The product is [F:19][C:14]1[CH:13]=[C:12]([CH:11]2[CH2:10][O:9][C:8](=[O:20])[N:7]2[CH2:6][CH2:5][CH2:4][CH2:3][CH2:2][N:35]2[CH2:36][CH2:37][CH:32]([C:28]3[CH:27]=[C:26]([NH:25][C:23](=[O:24])[CH:22]([CH3:21])[CH3:38])[CH:31]=[CH:30][CH:29]=3)[CH2:33][CH2:34]2)[CH:17]=[CH:16][C:15]=1[F:18]. The yield is 0.410. (2) The reactants are C([N:4]1[CH2:9][CH2:8][N:7]([CH2:10][CH2:11][CH2:12][O:13][C:14]2[CH:19]=[CH:18][C:17]([CH:20]3[CH2:25][CH2:24][N:23]([C:26]4[CH2:27][CH2:28][C:29]5[N:30]([C:32]([C:35]([F:38])([F:37])[F:36])=[N:33][N:34]=5)[N:31]=4)[CH2:22][CH2:21]3)=[CH:16][CH:15]=2)[CH2:6][CH2:5]1)(=O)C.[CH3:39][S:40](Cl)(=[O:42])=[O:41]. No catalyst specified. The product is [CH3:39][S:40]([N:4]1[CH2:9][CH2:8][N:7]([CH2:10][CH2:11][CH2:12][O:13][C:14]2[CH:19]=[CH:18][C:17]([CH:20]3[CH2:21][CH2:22][N:23]([C:26]4[CH2:27][CH2:28][C:29]5[N:30]([C:32]([C:35]([F:36])([F:37])[F:38])=[N:33][N:34]=5)[N:31]=4)[CH2:24][CH2:25]3)=[CH:16][CH:15]=2)[CH2:6][CH2:5]1)(=[O:42])=[O:41]. The yield is 0.240.